This data is from Forward reaction prediction with 1.9M reactions from USPTO patents (1976-2016). The task is: Predict the product of the given reaction. (1) Given the reactants [CH2:1](OC(OCC)OCC)C.[NH2:11][C:12]1[CH:13]=[N:14][CH:15]=[CH:16][CH:17]=1.[F:18][C:19]([F:32])([F:31])[CH2:20][N:21]1[C:25]([CH3:26])=[C:24]([C:27]([NH:29][NH2:30])=O)[CH:23]=[N:22]1.C(O)(=O)C, predict the reaction product. The product is: [CH3:26][C:25]1[N:21]([CH2:20][C:19]([F:32])([F:31])[F:18])[N:22]=[CH:23][C:24]=1[C:27]1[N:11]([C:12]2[CH:13]=[N:14][CH:15]=[CH:16][CH:17]=2)[CH:1]=[N:30][N:29]=1. (2) Given the reactants C(=O)([O-])[O-].[K+].[K+].CS(O[CH2:12][CH2:13][O:14][C:15]1[CH:20]=[CH:19][C:18]([I:21])=[CH:17][CH:16]=1)(=O)=O.[CH3:22][C:23]1([OH:29])[CH2:28][CH2:27][NH:26][CH2:25][CH2:24]1, predict the reaction product. The product is: [I:21][C:18]1[CH:17]=[CH:16][C:15]([O:14][CH2:13][CH2:12][N:26]2[CH2:27][CH2:28][C:23]([CH3:22])([OH:29])[CH2:24][CH2:25]2)=[CH:20][CH:19]=1. (3) The product is: [CH:20]1[C:21]2[C:26](=[CH:25][CH:24]=[CH:23][CH:22]=2)[CH:27]=[C:18]([C:9]2[O:10][C:11]3[C:16]([C:7](=[N:6][OH:5])[CH:8]=2)=[CH:15][CH:14]=[C:13]([NH:38][CH2:37][CH2:36][CH2:35][N:32]2[CH2:33][CH2:34][N:29]([CH3:28])[CH2:30][CH2:31]2)[CH:12]=3)[N:19]=1. Given the reactants C([O:5][N:6]=[C:7]1[C:16]2[C:11](=[CH:12][C:13](Br)=[CH:14][CH:15]=2)[O:10][C:9]([C:18]2[N:19]=[CH:20][C:21]3[C:26]([CH:27]=2)=[CH:25][CH:24]=[CH:23][CH:22]=3)=[CH:8]1)(C)(C)C.[CH3:28][N:29]1[CH2:34][CH2:33][N:32]([CH2:35][CH2:36][CH2:37][NH2:38])[CH2:31][CH2:30]1, predict the reaction product. (4) Given the reactants Br[C:2]1[C:3]2[N:4]([N:8]=[C:9]([NH2:11])[N:10]=2)[CH:5]=[CH:6][CH:7]=1.[F:12][C:13]([F:24])([F:23])[C:14]1[CH:19]=[CH:18][C:17](B(O)O)=[CH:16][CH:15]=1, predict the reaction product. The product is: [F:12][C:13]([F:24])([F:23])[C:14]1[CH:19]=[CH:18][C:17]([C:2]2[C:3]3[N:4]([N:8]=[C:9]([NH2:11])[N:10]=3)[CH:5]=[CH:6][CH:7]=2)=[CH:16][CH:15]=1.